This data is from Full USPTO retrosynthesis dataset with 1.9M reactions from patents (1976-2016). The task is: Predict the reactants needed to synthesize the given product. (1) Given the product [CH3:14][C:15]1[CH:16]=[CH:17][C:18]([NH:22][C:11]([C:8]2[C:6]3[N:7]=[C:2]([Cl:1])[N:3]=[CH:4][C:5]=3[S:10][CH:9]=2)=[O:13])=[N:19][C:20]=1[CH3:21], predict the reactants needed to synthesize it. The reactants are: [Cl:1][C:2]1[N:3]=[CH:4][C:5]2[S:10][CH:9]=[C:8]([C:11]([OH:13])=O)[C:6]=2[N:7]=1.[CH3:14][C:15]1[CH:16]=[CH:17][C:18]([NH2:22])=[N:19][C:20]=1[CH3:21].CCN(C(C)C)C(C)C.ON1C2N=CC=CC=2N=N1.CN(C(ON1N=NC2C=CC=NC1=2)=[N+](C)C)C.F[P-](F)(F)(F)(F)F. (2) Given the product [F:1][C:2]1[CH:7]=[CH:6][C:5]([CH2:8][C:9]2[CH:18]=[C:17]3[C:12]([C:13]([OH:25])=[C:14]([C:20]([O:22][CH2:23][CH3:24])=[O:21])[C:15](=[O:19])[N:16]3[CH2:27][CH2:28][CH2:29][OH:30])=[N:11][CH:10]=2)=[CH:4][CH:3]=1, predict the reactants needed to synthesize it. The reactants are: [F:1][C:2]1[CH:7]=[CH:6][C:5]([CH2:8][C:9]2[CH:18]=[C:17]3[C:12]([C:13]([OH:25])=[C:14]([C:20]([O:22][CH2:23][CH3:24])=[O:21])[C:15](=[O:19])[NH:16]3)=[N:11][CH:10]=2)=[CH:4][CH:3]=1.I[CH2:27][CH2:28][CH2:29][OH:30]. (3) Given the product [Br:1][C:2]1[CH:3]=[CH:4][C:5]2[O:9][C:8]([NH:10][C@H:11]([C:33]([OH:35])=[O:34])[CH2:12][NH:13][C:14](=[O:32])[C:15]3[CH:16]=[CH:17][C:18]([CH2:21][CH2:22][C:23](=[O:31])[NH:24][C:25]4[NH:26][CH2:27][CH2:28][CH2:29][N:30]=4)=[CH:19][CH:20]=3)=[N:7][C:6]=2[CH:40]=1, predict the reactants needed to synthesize it. The reactants are: [Br:1][C:2]1[CH:3]=[CH:4][C:5]2[O:9][C:8]([NH:10][C@H:11]([C:33]([O:35]C(C)(C)C)=[O:34])[CH2:12][NH:13][C:14](=[O:32])[C:15]3[CH:20]=[CH:19][C:18]([CH2:21][CH2:22][C:23](=[O:31])[NH:24][C:25]4[NH:26][CH2:27][CH2:28][CH2:29][N:30]=4)=[CH:17][CH:16]=3)=[N:7][C:6]=2[CH:40]=1.C(O)(C(F)(F)F)=O. (4) Given the product [C:25]([C:20]1([CH2:19][CH2:18][CH2:17][CH2:16][CH2:15][CH:14]([OH:28])[CH2:13][CH2:12][CH2:11][CH2:10][CH2:9][C:4]2([C:1]([OH:3])=[O:2])[CH2:8][CH2:7][CH2:6][CH2:5]2)[CH2:21][CH2:22][CH2:23][CH2:24]1)([OH:27])=[O:26], predict the reactants needed to synthesize it. The reactants are: [C:1]([C:4]1([CH2:9][CH2:10][CH2:11][CH2:12][CH2:13][C:14](=[O:28])[CH2:15][CH2:16][CH2:17][CH2:18][CH2:19][C:20]2([C:25]([OH:27])=[O:26])[CH2:24][CH2:23][CH2:22][CH2:21]2)[CH2:8][CH2:7][CH2:6][CH2:5]1)([OH:3])=[O:2].[OH-].[Na+].[BH4-].[Na+].